This data is from Forward reaction prediction with 1.9M reactions from USPTO patents (1976-2016). The task is: Predict the product of the given reaction. (1) The product is: [Br:1][C:2]1[C:11]([C@H:12]([O:16][C:17]([CH3:18])([CH3:19])[CH3:20])[C:13]([O:15][CH2:30][CH3:31])=[O:14])=[C:10]([CH3:21])[CH:9]=[C:8]2[C:3]=1[CH:4]=[CH:5][C:6]([CH3:22])=[N:7]2. Given the reactants [Br:1][C:2]1[C:11]([C@H:12]([O:16][C:17]([CH3:20])([CH3:19])[CH3:18])[C:13]([OH:15])=[O:14])=[C:10]([CH3:21])[CH:9]=[C:8]2[C:3]=1[CH:4]=[CH:5][C:6]([CH3:22])=[N:7]2.C([O-])([O-])=O.[Cs+].[Cs+].I[CH2:30][CH3:31], predict the reaction product. (2) Given the reactants Cl.[O:2]=[C:3]1[C:11]2[C:6](=[CH:7][CH:8]=[CH:9][CH:10]=2)[C:5](=[O:12])[CH:4]1[CH2:13][C:14]([OH:16])=O.[CH2:17]([C@H:24]1[CH2:28][NH:27][C@H:26]([C:29]([NH:31][C:32]2[CH:37]=[CH:36][C:35]([O:38][C:39]3[CH:44]=[CH:43][C:42]([F:45])=[CH:41][CH:40]=3)=[CH:34][CH:33]=2)=[O:30])[CH2:25]1)[C:18]1[CH:23]=[CH:22][CH:21]=[CH:20][CH:19]=1, predict the reaction product. The product is: [CH2:17]([C@H:24]1[CH2:28][N:27]([C:14](=[O:16])[CH2:13][CH:4]2[C:5](=[O:12])[C:6]3[C:11](=[CH:10][CH:9]=[CH:8][CH:7]=3)[C:3]2=[O:2])[C@H:26]([C:29]([NH:31][C:32]2[CH:37]=[CH:36][C:35]([O:38][C:39]3[CH:40]=[CH:41][C:42]([F:45])=[CH:43][CH:44]=3)=[CH:34][CH:33]=2)=[O:30])[CH2:25]1)[C:18]1[CH:19]=[CH:20][CH:21]=[CH:22][CH:23]=1. (3) Given the reactants [C:1]1([CH3:60])[CH:6]=[CH:5][C:4]([S:7]([N:10]2[CH2:23][CH2:22][CH2:21][CH2:20][N:19](C(C3C=CC=CC=3)(C3C=CC=CC=3)C3C=CC=CC=3)[CH2:18][CH2:17][N:16]([S:43]([C:46]3[CH:51]=[CH:50][C:49]([CH3:52])=[CH:48][CH:47]=3)(=[O:45])=[O:44])[CH2:15][CH2:14][N:13](CC3C=CC=CC=3)[CH2:12][CH2:11]2)(=[O:9])=[O:8])=[CH:3][CH:2]=1, predict the reaction product. The product is: [C:1]1([CH3:60])[CH:2]=[CH:3][C:4]([S:7]([N:10]2[CH2:23][CH2:22][CH2:21][CH2:20][NH:19][CH2:18][CH2:17][N:16]([S:43]([C:46]3[CH:51]=[CH:50][C:49]([CH3:52])=[CH:48][CH:47]=3)(=[O:44])=[O:45])[CH2:15][CH2:14][NH:13][CH2:12][CH2:11]2)(=[O:9])=[O:8])=[CH:5][CH:6]=1. (4) Given the reactants O=[C:2]1[CH2:7][CH2:6][CH2:5][N:4]([C:8]([O:10][C:11]([CH3:14])([CH3:13])[CH3:12])=[O:9])[CH2:3]1.[CH3:15][NH:16][CH3:17].C(O)(=O)C, predict the reaction product. The product is: [CH3:15][N:16]([CH3:17])[CH:2]1[CH2:7][CH2:6][CH2:5][N:4]([C:8]([O:10][C:11]([CH3:14])([CH3:13])[CH3:12])=[O:9])[CH2:3]1. (5) Given the reactants [NH2:1][CH:2]([C:5]1[C:6](=[O:21])[NH:7][C:8]([C:11]2[CH:20]=[CH:19][C:18]3[C:13](=[CH:14][CH:15]=[CH:16][CH:17]=3)[N:12]=2)=[N:9][N:10]=1)[CH2:3][CH3:4].[CH:22]1([C:27](Cl)=[O:28])[CH2:26][CH2:25][CH2:24][CH2:23]1, predict the reaction product. The product is: [O:21]=[C:6]1[C:5]([CH:2]([NH:1][C:27]([CH:22]2[CH2:26][CH2:25][CH2:24][CH2:23]2)=[O:28])[CH2:3][CH3:4])=[N:10][N:9]=[C:8]([C:11]2[CH:20]=[CH:19][C:18]3[C:13](=[CH:14][CH:15]=[CH:16][CH:17]=3)[N:12]=2)[NH:7]1.